This data is from Full USPTO retrosynthesis dataset with 1.9M reactions from patents (1976-2016). The task is: Predict the reactants needed to synthesize the given product. (1) The reactants are: [OH:1][C:2]1[CH:9]=[C:8]([OH:10])[CH:7]=[C:6]([N+:11]([O-:13])=[O:12])[C:3]=1[CH:4]=[O:5].[CH3:14][C:15]([CH3:19])=[CH:16][CH:17]=O.N1C=CC=CC=1. Given the product [OH:1][C:2]1[C:3]([CH:4]=[O:5])=[C:6]([N+:11]([O-:13])=[O:12])[CH:7]=[C:8]2[C:9]=1[CH:17]=[CH:16][C:15]([CH3:19])([CH3:14])[O:10]2, predict the reactants needed to synthesize it. (2) Given the product [NH2:1][C:2]1[N:3]=[C:4]([S:11][CH3:12])[C:5]([C:9]#[N:10])=[C:6]([O:13][CH2:14][C:15]2[CH:20]=[CH:19][CH:18]=[CH:17][N:16]=2)[N:7]=1, predict the reactants needed to synthesize it. The reactants are: [NH2:1][C:2]1[N:7]=[C:6](Br)[C:5]([C:9]#[N:10])=[C:4]([S:11][CH3:12])[N:3]=1.[OH:13][CH2:14][C:15]1[CH:20]=[CH:19][CH:18]=[CH:17][N:16]=1.C1CCN2C(=NCCC2)CC1.O.